This data is from Forward reaction prediction with 1.9M reactions from USPTO patents (1976-2016). The task is: Predict the product of the given reaction. (1) Given the reactants [F:1][C:2]1[CH:30]=[C:29]([N+:31]([O-])=O)[CH:28]=[CH:27][C:3]=1[O:4][C:5]1[CH:10]=[CH:9][N:8]=[C:7]([NH:11][C:12]([N:14]2[CH2:19][CH2:18][CH:17]([N:20]3[CH2:25][CH2:24][N:23]([CH3:26])[CH2:22][CH2:21]3)[CH2:16][CH2:15]2)=[O:13])[CH:6]=1, predict the reaction product. The product is: [NH2:31][C:29]1[CH:28]=[CH:27][C:3]([O:4][C:5]2[CH:10]=[CH:9][N:8]=[C:7]([NH:11][C:12]([N:14]3[CH2:19][CH2:18][CH:17]([N:20]4[CH2:21][CH2:22][N:23]([CH3:26])[CH2:24][CH2:25]4)[CH2:16][CH2:15]3)=[O:13])[CH:6]=2)=[C:2]([F:1])[CH:30]=1. (2) The product is: [Cl:12][C:5]1[CH:4]=[CH:3][C:2]([N:13]2[CH2:18][CH2:17][NH:16][CH2:15][CH2:14]2)=[CH:7][C:6]=1[S:8]([CH3:11])(=[O:10])=[O:9]. Given the reactants Br[C:2]1[CH:3]=[CH:4][C:5]([Cl:12])=[C:6]([S:8]([CH3:11])(=[O:10])=[O:9])[CH:7]=1.[NH:13]1[CH2:18][CH2:17][NH:16][CH2:15][CH2:14]1, predict the reaction product. (3) The product is: [CH3:1][O:2][C:3](=[O:20])[C:4]1[CH:9]=[CH:8][C:7]([F:10])=[C:6]([CH2:11][O:12][C:13]2[CH:18]=[CH:17][C:16]([C:25]3[CH:26]=[C:27]([F:28])[C:22]([F:21])=[CH:23][C:24]=3[O:32][CH3:33])=[CH:15][CH:14]=2)[CH:5]=1. Given the reactants [CH3:1][O:2][C:3](=[O:20])[C:4]1[CH:9]=[CH:8][C:7]([F:10])=[C:6]([CH2:11][O:12][C:13]2[CH:18]=[CH:17][C:16](I)=[CH:15][CH:14]=2)[CH:5]=1.[F:21][C:22]1[C:27]([F:28])=[CH:26][C:25](B(O)O)=[C:24]([O:32][CH3:33])[CH:23]=1.C(=O)([O-])[O-].[K+].[K+], predict the reaction product. (4) The product is: [F:1][C:2]1[CH:7]=[CH:6][C:5]([C:8]2[C:13]([C:14]3[CH:15]=[CH:16][C:17]4[N:29]=[CH:33][N:20]([CH2:21][CH2:22][N:23]5[CH2:28][CH2:27][O:26][CH2:25][CH2:24]5)[C:18]=4[CH:19]=3)=[CH:12][CH:11]=[CH:10][N:9]=2)=[CH:4][C:3]=1[CH3:32]. Given the reactants [F:1][C:2]1[CH:7]=[CH:6][C:5]([C:8]2[C:13]([C:14]3[CH:15]=[CH:16][C:17]([N+:29]([O-])=O)=[C:18]([NH:20][CH2:21][CH2:22][N:23]4[CH2:28][CH2:27][O:26][CH2:25][CH2:24]4)[CH:19]=3)=[CH:12][CH:11]=[CH:10][N:9]=2)=[CH:4][C:3]=1[CH3:32].[CH:33](OCC)(OCC)OCC, predict the reaction product. (5) Given the reactants [OH:1][CH2:2][CH2:3][CH2:4][CH2:5][CH2:6][CH2:7][CH2:8][CH2:9][C:10]([O:12][CH3:13])=[O:11].N1C=CC=CC=1.ClCCl.[CH3:23][S:24](Cl)(=[O:26])=[O:25], predict the reaction product. The product is: [CH3:23][S:24]([O:1][CH2:2][CH2:3][CH2:4][CH2:5][CH2:6][CH2:7][CH2:8][CH2:9][C:10]([O:12][CH3:13])=[O:11])(=[O:26])=[O:25]. (6) Given the reactants [OH:1][C:2]1[CH:11]=[C:10]2[C:5]([C:6]([O:12][C:13]3[CH:18]=[CH:17][C:16]([O:19][CH3:20])=[CH:15][C:14]=3[C:21](=[O:23])[CH3:22])=[CH:7][CH:8]=[N:9]2)=[CH:4][C:3]=1[O:24][CH3:25].[N:26]1([C:32](Cl)=[O:33])[CH2:31][CH2:30][O:29][CH2:28][CH2:27]1.C(=O)([O-])[O-].[K+].[K+].O, predict the reaction product. The product is: [N:26]1([C:32]([O:1][C:2]2[CH:11]=[C:10]3[C:5]([C:6]([O:12][C:13]4[CH:18]=[CH:17][C:16]([O:19][CH3:20])=[CH:15][C:14]=4[C:21](=[O:23])[CH3:22])=[CH:7][CH:8]=[N:9]3)=[CH:4][C:3]=2[O:24][CH3:25])=[O:33])[CH2:31][CH2:30][O:29][CH2:28][CH2:27]1. (7) Given the reactants [NH2:1][C:2]1[C:7]([C:8]([C:10]2[CH:15]=[C:14]([CH3:16])[CH:13]=[CH:12][C:11]=2[O:17][CH3:18])=[O:9])=[CH:6][N:5]=[C:4](S(CC)=O)[N:3]=1.FC(F)(F)C(O)=O.[CH3:30][S:31]([N:34]1[CH2:39][CH2:38][CH:37]([NH2:40])[CH2:36][CH2:35]1)(=[O:33])=[O:32], predict the reaction product. The product is: [NH2:1][C:2]1[C:7]([C:8]([C:10]2[CH:15]=[C:14]([CH3:16])[CH:13]=[CH:12][C:11]=2[O:17][CH3:18])=[O:9])=[CH:6][N:5]=[C:4]([NH:40][CH:37]2[CH2:38][CH2:39][N:34]([S:31]([CH3:30])(=[O:33])=[O:32])[CH2:35][CH2:36]2)[N:3]=1.